Predict which catalyst facilitates the given reaction. From a dataset of Catalyst prediction with 721,799 reactions and 888 catalyst types from USPTO. (1) Reactant: C(OC(=O)[NH:7][CH:8]1[CH2:13][CH2:12][N:11]([S:14]([C:17]2[CH:18]=[C:19]3[C:23](=[CH:24][CH:25]=2)[N:22]([C:26]([CH:28]2[CH2:30][CH2:29]2)=[O:27])[CH2:21][CH2:20]3)(=[O:16])=[O:15])[CH2:10][CH2:9]1)(C)(C)C.Cl. Product: [NH2:7][CH:8]1[CH2:13][CH2:12][N:11]([S:14]([C:17]2[CH:18]=[C:19]3[C:23](=[CH:24][CH:25]=2)[N:22]([C:26]([CH:28]2[CH2:29][CH2:30]2)=[O:27])[CH2:21][CH2:20]3)(=[O:16])=[O:15])[CH2:10][CH2:9]1. The catalyst class is: 12. (2) Reactant: [C:1]([O:5][C:6]([NH:8][CH2:9][CH2:10][O:11][CH2:12][CH2:13][N:14]([CH2:26][CH2:27][O:28][CH2:29][CH2:30][NH:31][C:32]([O:34][C:35]([CH3:38])([CH3:37])[CH3:36])=[O:33])[CH2:15][C:16]([O:18]CC1C=CC=CC=1)=[O:17])=[O:7])([CH3:4])([CH3:3])[CH3:2]. Product: [C:35]([O:34][C:32]([NH:31][CH2:30][CH2:29][O:28][CH2:27][CH2:26][N:14]([CH2:13][CH2:12][O:11][CH2:10][CH2:9][NH:8][C:6]([O:5][C:1]([CH3:4])([CH3:3])[CH3:2])=[O:7])[CH2:15][C:16]([OH:18])=[O:17])=[O:33])([CH3:38])([CH3:37])[CH3:36]. The catalyst class is: 5. (3) Reactant: [CH3:1][C:2]1[C:6]2[C:7](=[O:11])[CH2:8][CH2:9][CH2:10][C:5]=2[S:4][CH:3]=1.C1C(=O)N([Br:19])C(=O)C1.O. Product: [Br:19][C:3]1[S:4][C:5]2[CH2:10][CH2:9][CH2:8][C:7](=[O:11])[C:6]=2[C:2]=1[CH3:1]. The catalyst class is: 2.